This data is from Catalyst prediction with 721,799 reactions and 888 catalyst types from USPTO. The task is: Predict which catalyst facilitates the given reaction. (1) Reactant: [CH3:1][C@@H:2]1[N:7](C(OC(C)(C)C)=O)[CH2:6][C:5]2[C:15]([C:18]3[S:19][CH:20]=[CH:21][CH:22]=3)=[N:16][NH:17][C:4]=2[CH2:3]1.C(O)(C(F)(F)F)=O. Product: [CH3:1][C@@H:2]1[NH:7][CH2:6][C:5]2[C:15]([C:18]3[S:19][CH:20]=[CH:21][CH:22]=3)=[N:16][NH:17][C:4]=2[CH2:3]1. The catalyst class is: 2. (2) Reactant: [CH2:1]([N:7]1[CH2:12][CH:11]2[CH:9]([C:10]2([C:14]2[CH:15]=[C:16]([NH2:20])[CH:17]=[CH:18][CH:19]=2)[CH3:13])[CH2:8]1)[CH2:2][CH2:3][CH2:4][CH2:5][CH3:6].N1C=CC=CC=1.[CH3:27][O:28][CH2:29][CH2:30][S:31](Cl)(=[O:33])=[O:32]. Product: [CH2:1]([N:7]1[CH2:12][CH:11]2[CH:9]([C:10]2([C:14]2[CH:15]=[C:16]([NH:20][S:31]([CH2:30][CH2:29][O:28][CH3:27])(=[O:33])=[O:32])[CH:17]=[CH:18][CH:19]=2)[CH3:13])[CH2:8]1)[CH2:2][CH2:3][CH2:4][CH2:5][CH3:6]. The catalyst class is: 4. (3) Reactant: [NH2:1][C@H:2]1[C:10]2[C:5](=[C:6]([C:11]3[N:15]=[C:14]([C:16]4[CH:17]=[CH:18][C:19]([O:24][CH:25]([CH3:27])[CH3:26])=[C:20]([CH:23]=4)[C:21]#[N:22])[O:13][N:12]=3)[CH:7]=[CH:8][CH:9]=2)[CH2:4][CH2:3]1.[CH2:28]([CH:30]1[O:32][CH2:31]1)[Cl:29].CC(O)C. Product: [Cl:29][CH2:28][CH:30]([OH:32])[CH2:31][NH:1][C@H:2]1[C:10]2[C:5](=[C:6]([C:11]3[N:15]=[C:14]([C:16]4[CH:17]=[CH:18][C:19]([O:24][CH:25]([CH3:27])[CH3:26])=[C:20]([CH:23]=4)[C:21]#[N:22])[O:13][N:12]=3)[CH:7]=[CH:8][CH:9]=2)[CH2:4][CH2:3]1. The catalyst class is: 6.